This data is from Catalyst prediction with 721,799 reactions and 888 catalyst types from USPTO. The task is: Predict which catalyst facilitates the given reaction. (1) Reactant: [CH2:1]([NH:8][S:9]([C:12]1[C:17]([Cl:18])=[CH:16][CH:15]=[C:14]([N+:19]([O-])=O)[C:13]=1[OH:22])(=[O:11])=[O:10])[C:2]1[CH:7]=[CH:6][CH:5]=[CH:4][CH:3]=1. Product: [CH2:1]([NH:8][S:9]([C:12]1[C:17]([Cl:18])=[CH:16][CH:15]=[C:14]([NH2:19])[C:13]=1[OH:22])(=[O:11])=[O:10])[C:2]1[CH:7]=[CH:6][CH:5]=[CH:4][CH:3]=1. The catalyst class is: 78. (2) Reactant: [CH3:1]C([O-])(C)C.[K+].[Si:7]([O:14][CH2:15][CH2:16][C@H:17]1[CH2:22][C@@H:21]([OH:23])[CH2:20][CH2:19][C@@:18]1([C@H:25]1[CH2:33][CH2:32][C@@:31]2([CH3:34])[C@@H:27]([CH2:28][CH2:29][C:30]2=O)[C@@H:26]1[OH:36])[CH3:24])([C:10]([CH3:13])([CH3:12])[CH3:11])([CH3:9])[CH3:8]. Product: [Si:7]([O:14][CH2:15][CH2:16][C@H:17]1[CH2:22][C@@H:21]([OH:23])[CH2:20][CH2:19][C@@:18]1([C@H:25]1[CH2:33][CH2:32][C@@:31]2([CH3:34])[C@@H:27]([CH2:28][CH2:29][C:30]2=[CH2:1])[C@@H:26]1[OH:36])[CH3:24])([C:10]([CH3:12])([CH3:13])[CH3:11])([CH3:9])[CH3:8]. The catalyst class is: 307. (3) Reactant: Cl[C:2]1[C:3]([CH3:19])=[C:4]([CH3:18])[C:5]2[N:6]([CH:8]=[C:9]([C:11]3[CH:16]=[CH:15][C:14]([F:17])=[CH:13][CH:12]=3)[N:10]=2)[N:7]=1.[NH:20]1[CH2:25][CH2:24][NH:23][CH2:22][CH2:21]1. Product: [F:17][C:14]1[CH:15]=[CH:16][C:11]([C:9]2[N:10]=[C:5]3[C:4]([CH3:18])=[C:3]([CH3:19])[C:2]([N:20]4[CH2:25][CH2:24][NH:23][CH2:22][CH2:21]4)=[N:7][N:6]3[CH:8]=2)=[CH:12][CH:13]=1. The catalyst class is: 6. (4) Reactant: [F:1][C:2]1[CH:32]=[CH:31][C:5]([O:6][C:7]2[CH:30]=[CH:29][C:10]([CH2:11][S:12][C:13]3[NH:14][CH:15]=[C:16]([CH2:20][C:21]4[CH:22]=[N:23][C:24]([O:27][CH3:28])=[N:25][CH:26]=4)[C:17](=[O:19])[N:18]=3)=[CH:9][CH:8]=2)=[CH:4][CH:3]=1.[CH3:33]CN(C(C)C)C(C)C.CI. Product: [F:1][C:2]1[CH:3]=[CH:4][C:5]([O:6][C:7]2[CH:30]=[CH:29][C:10]([CH2:11][S:12][C:13]3[N:14]([CH3:33])[CH:15]=[C:16]([CH2:20][C:21]4[CH:26]=[N:25][C:24]([O:27][CH3:28])=[N:23][CH:22]=4)[C:17](=[O:19])[N:18]=3)=[CH:9][CH:8]=2)=[CH:31][CH:32]=1. The catalyst class is: 2. (5) Reactant: [C:1]([CH:4]([O:29][CH2:30][CH3:31])[CH2:5][C:6]1[CH:11]=[CH:10][C:9]([O:12][CH2:13][CH2:14][C:15]2[CH:20]=[CH:19][C:18]([NH:21][C:22]([O:24][C:25]([CH3:28])([CH3:27])[CH3:26])=[O:23])=[CH:17][CH:16]=2)=[CH:8][CH:7]=1)(=O)[NH2:2].N1C=CC=CC=1.FC(F)(F)C(OC(=O)C(F)(F)F)=O. Product: [C:1]([CH:4]([O:29][CH2:30][CH3:31])[CH2:5][C:6]1[CH:11]=[CH:10][C:9]([O:12][CH2:13][CH2:14][C:15]2[CH:20]=[CH:19][C:18]([NH:21][C:22]([O:24][C:25]([CH3:26])([CH3:28])[CH3:27])=[O:23])=[CH:17][CH:16]=2)=[CH:8][CH:7]=1)#[N:2]. The catalyst class is: 12. (6) Reactant: COC1C=CC(P2(SP(C3C=CC(OC)=CC=3)(=S)S2)=[S:10])=CC=1.[Br:23][C:24]1[CH:33]=[C:32]2[C:27]([CH2:28][C:29]([CH3:46])([CH3:45])[CH2:30][C:31]32[C:37](=[O:38])[N:36]([CH2:39][C:40]([F:43])([F:42])[F:41])[C:35](=O)[NH:34]3)=[CH:26][CH:25]=1. Product: [Br:23][C:24]1[CH:33]=[C:32]2[C:27]([CH2:28][C:29]([CH3:46])([CH3:45])[CH2:30][C:31]32[C:37](=[O:38])[N:36]([CH2:39][C:40]([F:43])([F:42])[F:41])[C:35](=[S:10])[NH:34]3)=[CH:26][CH:25]=1. The catalyst class is: 12.